Task: Predict the reaction yield, written as a fraction of the theoretical maximum amount of product (1.0 means a 100% yield; for example, 0.34 means a 34% yield).. Dataset: Reaction yield outcomes from USPTO patents with 853,638 reactions (1) The reactants are C(OC([N:8]1[CH2:11][CH:10]([O:12][Si:13]([C:26]([CH3:29])([CH3:28])[CH3:27])([C:20]2[CH:25]=[CH:24][CH:23]=[CH:22][CH:21]=2)[C:14]2[CH:19]=[CH:18][CH:17]=[CH:16][CH:15]=2)[CH2:9]1)=O)(C)(C)C.Cl.O1CCOCC1. The catalyst is C(Cl)Cl. The product is [C:26]([Si:13]([C:14]1[CH:19]=[CH:18][CH:17]=[CH:16][CH:15]=1)([C:20]1[CH:21]=[CH:22][CH:23]=[CH:24][CH:25]=1)[O:12][CH:10]1[CH2:9][NH:8][CH2:11]1)([CH3:29])([CH3:27])[CH3:28]. The yield is 0.785. (2) The reactants are CCOC(C)=O.CO.[Li+].[OH-].[CH3:11][O:12][CH2:13][O:14][C:15]1[CH:24]=[CH:23][CH:22]=[CH:21][C:16]=1[C:17]([O:19]C)=[O:18]. The catalyst is CO.O. The product is [CH3:11][O:12][CH2:13][O:14][C:15]1[CH:24]=[CH:23][CH:22]=[CH:21][C:16]=1[C:17]([OH:19])=[O:18]. The yield is 0.930. (3) The reactants are [CH3:1][C@@H:2]1[CH2:6][CH2:5][C:4](=O)[CH:3]1[C:8]([O:10]CC)=O.[NH2:13][C:14]([NH2:16])=[S:15].[OH-].[K+]. The catalyst is C(O)C.O. The product is [SH:15][C:14]1[N:13]=[C:8]([OH:10])[C:3]2[C@H:2]([CH3:1])[CH2:6][CH2:5][C:4]=2[N:16]=1. The yield is 0.560. (4) The reactants are OC(C(F)(F)F)=O.[CH3:8][N:9]([CH3:29])[C@H:10]([C:22]1[CH:27]=[CH:26][CH:25]=[CH:24][C:23]=1[F:28])[C:11]([O:13][C@H](C1C=CC=CC=1)C)=[O:12]. The catalyst is C(O)C.[OH-].[OH-].[Pd+2]. The product is [CH3:8][N:9]([CH3:29])[C@H:10]([C:22]1[CH:27]=[CH:26][CH:25]=[CH:24][C:23]=1[F:28])[C:11]([OH:13])=[O:12]. The yield is 0.980. (5) The reactants are NO.[C:3]([C:6]1[CH:35]=[CH:34][C:9]([O:10][CH2:11][C:12]2[CH:17]=[CH:16][C:15]([CH:18]([O:27][CH:28]3[CH2:33][CH2:32][CH2:31][CH2:30][O:29]3)[C:19]3[CH:20]=[C:21]([CH:24]=[CH:25][CH:26]=3)[C:22]#[N:23])=[CH:14][CH:13]=2)=[C:8]([CH2:36][CH2:37][CH3:38])[C:7]=1[OH:39])(=[O:5])[CH3:4].[N:40]1C=CC=CC=1.Cl[C:47]([O:49]CC(CC)CCCC)=[O:48]. The catalyst is C(O)C.O1CCCC1.Cl.CO.O. The product is [C:3]([C:6]1[CH:35]=[CH:34][C:9]([O:10][CH2:11][C:12]2[CH:17]=[CH:16][C:15]([CH:18]([O:27][CH:28]3[CH2:33][CH2:32][CH2:31][CH2:30][O:29]3)[C:19]3[CH:20]=[C:21]([C:22]4[NH:40][C:47](=[O:48])[O:49][N:23]=4)[CH:24]=[CH:25][CH:26]=3)=[CH:14][CH:13]=2)=[C:8]([CH2:36][CH2:37][CH3:38])[C:7]=1[OH:39])(=[O:5])[CH3:4]. The yield is 0.0240. (6) The reactants are [O:1]([C:8]1[CH:9]=[C:10]([NH:14][CH2:15][C:16]2[CH:21]=[CH:20][CH:19]=[C:18]([O:22][C:23]([F:28])([F:27])[CH:24]([F:26])[F:25])[CH:17]=2)[CH:11]=[CH:12][CH:13]=1)[C:2]1[CH:7]=[CH:6][CH:5]=[CH:4][CH:3]=1.[F:29][C:30]([F:35])([F:34])[CH:31]1[O:33][CH2:32]1.FC(F)(F)S([O-])(=O)=O.[Yb+3].FC(F)(F)S([O-])(=O)=O.FC(F)(F)S([O-])(=O)=O. The catalyst is C(#N)C.O.C(OCC)(=O)C. The product is [O:1]([C:8]1[CH:9]=[C:10]([N:14]([CH2:15][C:16]2[CH:21]=[CH:20][CH:19]=[C:18]([O:22][C:23]([F:27])([F:28])[CH:24]([F:25])[F:26])[CH:17]=2)[CH2:32][CH:31]([OH:33])[C:30]([F:35])([F:34])[F:29])[CH:11]=[CH:12][CH:13]=1)[C:2]1[CH:7]=[CH:6][CH:5]=[CH:4][CH:3]=1. The yield is 0.620.